From a dataset of Forward reaction prediction with 1.9M reactions from USPTO patents (1976-2016). Predict the product of the given reaction. (1) Given the reactants Cl[C:2]1[N:7]=[C:6]([NH:8][C:9]2[NH:13][N:12]=[C:11]([CH:14]3[CH2:16][CH2:15]3)[CH:10]=2)[N:5]=[C:4]([N:17]2[CH2:22][C@@H:21]3[CH2:23][C@@:18]2([CH3:25])[C:19](=[O:24])[O:20]3)[N:3]=1.[NH:26]1[CH2:31][CH2:30][O:29][CH2:28][CH2:27]1, predict the reaction product. The product is: [CH:14]1([C:11]2[CH:10]=[C:9]([NH:8][C:6]3[N:7]=[C:2]([N:26]4[CH2:31][CH2:30][O:29][CH2:28][CH2:27]4)[N:3]=[C:4]([N:17]4[CH2:22][C@@H:21]5[CH2:23][C@@:18]4([CH3:25])[C:19](=[O:24])[O:20]5)[N:5]=3)[NH:13][N:12]=2)[CH2:15][CH2:16]1. (2) Given the reactants Cl.[NH2:2][C:3]1[C:4]([OH:19])=[C:5]([C:10]2[CH:15]=[CH:14][CH:13]=[C:12]([C:16](O)=O)[CH:11]=2)[CH:6]=[C:7](C)[CH:8]=1.[N:20]([O-])=O.[Na+].[O:24]1[C:28]2[CH:29]=[CH:30][C:31]([N:33]3[C:37](=[O:38])[CH2:36][C:35]([CH3:39])=[N:34]3)=[CH:32][C:27]=2[CH2:26][CH2:25]1.[C:40](=[O:43])(O)[O-:41].[Na+], predict the reaction product. The product is: [O:24]1[C:28]2[CH:29]=[CH:30][C:31]([N:33]3[C:37](=[O:38])[C:36](=[N:20][NH:2][C:3]4[C:4]([OH:19])=[C:5]([C:10]5[CH:11]=[C:12]([CH3:16])[CH:13]=[C:14]([C:40]([OH:41])=[O:43])[CH:15]=5)[CH:6]=[CH:7][CH:8]=4)[C:35]([CH3:39])=[N:34]3)=[CH:32][C:27]=2[CH2:26][CH2:25]1. (3) The product is: [OH:57][CH2:56][C@@H:13]1[C@@H:12]([OH:11])[C@H:17]([OH:18])[C@@H:16]([OH:26])[C@H:15]([C:34]2[C:43]3[C:38](=[CH:39][CH:40]=[CH:41][CH:42]=3)[CH:37]=[C:36]([CH2:44][C:45]3[S:49][C:48]4[CH:50]=[CH:51][C:52]([O:54][CH3:55])=[CH:53][C:47]=4[CH:46]=3)[CH:35]=2)[O:14]1. Given the reactants CSC.C([O:11][C@@H:12]1[C@H:17]([O:18]CC2C=CC=CC=2)[C@H:16]([O:26]CC2C=CC=CC=2)[CH:15]([C:34]2[C:43]3[C:38](=[CH:39][CH:40]=[CH:41][CH:42]=3)[CH:37]=[C:36]([CH2:44][C:45]3[S:49][C:48]4[CH:50]=[CH:51][C:52]([O:54][CH3:55])=[CH:53][C:47]=4[CH:46]=3)[CH:35]=2)[O:14][C@@H:13]1[CH2:56][O:57]CC1C=CC=CC=1)C1C=CC=CC=1.C(=O)([O-])O.[Na+], predict the reaction product. (4) The product is: [CH2:19]([N:7]1[CH2:8][CH2:9][C@@H:4]([CH:1]2[CH2:2][CH2:3]2)[C@H:5]([NH:10][P:11](=[O:18])([O:12][CH2:13][CH3:14])[O:15][CH2:16][CH3:17])[CH2:6]1)[C:20]1[CH:25]=[CH:24][CH:23]=[CH:22][CH:21]=1. Given the reactants [CH:1]1([C@@H:4]2[CH2:9][CH2:8][NH:7][CH2:6][C@H:5]2[NH:10][P:11](=[O:18])([O:15][CH2:16][CH3:17])[O:12][CH2:13][CH3:14])[CH2:3][CH2:2]1.[CH:19](=O)[C:20]1[CH:25]=[CH:24][CH:23]=[CH:22][CH:21]=1.C(O)(=O)C.[BH3-]C#N.[Na+], predict the reaction product. (5) The product is: [Br:1][C:2]1[CH:7]=[CH:6][C:5]([C:18]([C:17]2[CH:21]=[C:22]([N+:25]([O-:27])=[O:26])[CH:23]=[CH:24][C:16]=2[Cl:15])=[O:19])=[C:4]([Cl:9])[CH:3]=1. Given the reactants [Br:1][C:2]1[CH:7]=[CH:6][C:5](I)=[C:4]([Cl:9])[CH:3]=1.C([Mg]Cl)(C)C.[Cl:15][C:16]1[CH:24]=[CH:23][C:22]([N+:25]([O-:27])=[O:26])=[CH:21][C:17]=1[C:18](Cl)=[O:19].CCOC(C)=O.O.Cl, predict the reaction product.